From a dataset of Forward reaction prediction with 1.9M reactions from USPTO patents (1976-2016). Predict the product of the given reaction. (1) Given the reactants [H-].[Na+].[O:3]1[CH2:8][CH2:7][CH2:6][CH2:5][CH:4]1[O:9][CH2:10][CH2:11][OH:12].[CH2:13]([O:15][C:16]([C:18]1[N:19]=[C:20](Br)[S:21][CH:22]=1)=[O:17])[CH3:14].C(O)(=O)C, predict the reaction product. The product is: [CH2:13]([O:15][C:16]([C:18]1[N:19]=[C:20]([O:12][CH2:11][CH2:10][O:9][CH:4]2[CH2:5][CH2:6][CH2:7][CH2:8][O:3]2)[S:21][CH:22]=1)=[O:17])[CH3:14]. (2) Given the reactants [Br:1][C:2]1[CH:3]=[C:4]([C:15]([OH:17])=O)[C:5]2[C:10]([CH3:11])=[N:9][N:8]([CH:12]([CH3:14])[CH3:13])[C:6]=2[N:7]=1.[NH2:18][CH2:19][C:20]1[C:21](=[O:28])[NH:22][C:23]([CH3:27])=[CH:24][C:25]=1[CH3:26].C1CN([P+](ON2N=NC3C=CC=CC2=3)(N2CCCC2)N2CCCC2)CC1.F[P-](F)(F)(F)(F)F, predict the reaction product. The product is: [Br:1][C:2]1[CH:3]=[C:4]([C:15]([NH:18][CH2:19][C:20]2[C:21](=[O:28])[NH:22][C:23]([CH3:27])=[CH:24][C:25]=2[CH3:26])=[O:17])[C:5]2[C:10]([CH3:11])=[N:9][N:8]([CH:12]([CH3:13])[CH3:14])[C:6]=2[N:7]=1. (3) Given the reactants [C:1]([C:3]1[CH:4]=[C:5]([C:13]2[S:17][C:16]([C:18]3[CH:23]=[CH:22][C:21]([CH:24]([CH3:30])[C:25]([O:27]CC)=[O:26])=[CH:20][C:19]=3[CH3:31])=[CH:15][CH:14]=2)[CH:6]=[CH:7][C:8]=1[O:9][CH:10]([CH3:12])[CH3:11])#[N:2].[OH-].[Li+].O1CCCC1.Cl, predict the reaction product. The product is: [C:1]([C:3]1[CH:4]=[C:5]([C:13]2[S:17][C:16]([C:18]3[CH:23]=[CH:22][C:21]([CH:24]([CH3:30])[C:25]([OH:27])=[O:26])=[CH:20][C:19]=3[CH3:31])=[CH:15][CH:14]=2)[CH:6]=[CH:7][C:8]=1[O:9][CH:10]([CH3:12])[CH3:11])#[N:2]. (4) The product is: [F:1][C:2]1[CH:7]=[C:6]([I:8])[CH:5]=[CH:4][C:3]=1[NH:9][C:10]1[CH:18]=[N:17][CH:16]=[CH:15][C:11]=1[C:12]([NH:31][NH:32][C:33](=[S:34])[NH2:35])=[O:14]. Given the reactants [F:1][C:2]1[CH:7]=[C:6]([I:8])[CH:5]=[CH:4][C:3]=1[NH:9][C:10]1[CH:18]=[N:17][CH:16]=[CH:15][C:11]=1[C:12]([OH:14])=O.C(N1C=CN=C1)(N1C=CN=C1)=O.[NH2:31][NH:32][C:33]([NH2:35])=[S:34], predict the reaction product. (5) Given the reactants Br[CH2:2][CH2:3][O:4][C:5]1[CH:10]=[CH:9][CH:8]=[CH:7][C:6]=1[O:11][CH3:12].[CH3:13][NH2:14], predict the reaction product. The product is: [CH3:12][O:11][C:6]1[CH:7]=[CH:8][CH:9]=[CH:10][C:5]=1[O:4][CH2:3][CH2:2][NH:14][CH3:13]. (6) Given the reactants [CH3:1][O:2][C:3]1[CH:11]=[CH:10][C:6]2[O:7][CH2:8][O:9][C:5]=2[CH:4]=1.CN(C)CCN(C)C.[Li]CCCC.CN([CH:28]=[O:29])C.[NH4+].[Cl-], predict the reaction product. The product is: [CH3:1][O:2][C:3]1[CH:11]=[CH:10][C:6]2[O:7][CH2:8][O:9][C:5]=2[C:4]=1[CH:28]=[O:29]. (7) Given the reactants [Br:1][C:2]1[CH:16]=[CH:15][C:5]([O:6][CH2:7][CH2:8][CH2:9][C:10]([O:12]CC)=[O:11])=[C:4]([O:17][CH3:18])[CH:3]=1.C1COCC1.CO.O.[OH-].[Li+], predict the reaction product. The product is: [Br:1][C:2]1[CH:16]=[CH:15][C:5]([O:6][CH2:7][CH2:8][CH2:9][C:10]([OH:12])=[O:11])=[C:4]([O:17][CH3:18])[CH:3]=1. (8) The product is: [CH3:7][C@H:8]1[CH2:13][O:12][CH2:11][CH2:10][N:9]1[C:14]1[N:15]=[C:16]([N:36]2[CH2:41][CH2:40][O:39][CH2:38][C@@H:37]2[CH3:42])[C:17]2[CH:23]=[CH:22][C:21]([C:24]3[CH:25]=[CH:26][C:27]([O:34][CH3:35])=[C:28]([CH2:29][OH:30])[CH:33]=3)=[N:20][C:18]=2[N:19]=1. Given the reactants [H-].[Al+3].[Li+].[H-].[H-].[H-].[CH3:7][C@H:8]1[CH2:13][O:12][CH2:11][CH2:10][N:9]1[C:14]1[N:15]=[C:16]([N:36]2[CH2:41][CH2:40][O:39][CH2:38][C@@H:37]2[CH3:42])[C:17]2[CH:23]=[CH:22][C:21]([C:24]3[CH:25]=[CH:26][C:27]([O:34][CH3:35])=[C:28]([CH:33]=3)[C:29](OC)=[O:30])=[N:20][C:18]=2[N:19]=1, predict the reaction product. (9) Given the reactants [NH2:1][C:2]1[N:7]=[CH:6][N:5]=[C:4]2[N:8]([C:13]([CH3:16])([CH3:15])[CH3:14])[N:9]=[C:10]([C:11]#[N:12])[C:3]=12.[OH-:17].[NH4+].OO, predict the reaction product. The product is: [NH2:1][C:2]1[N:7]=[CH:6][N:5]=[C:4]2[N:8]([C:13]([CH3:16])([CH3:15])[CH3:14])[N:9]=[C:10]([C:11]([NH2:12])=[O:17])[C:3]=12. (10) Given the reactants Br[C:2]1[CH:3]=[C:4]([O:25][CH3:26])[C:5]([NH:8][C:9](=[O:24])[C:10]2[CH:15]=[CH:14][CH:13]=[C:12]([S:16]([N:19]3[CH2:23][CH2:22][CH2:21][CH2:20]3)(=[O:18])=[O:17])[CH:11]=2)=[N:6][CH:7]=1.[C:27]1([SH:33])[CH:32]=[CH:31][CH:30]=[CH:29][CH:28]=1, predict the reaction product. The product is: [CH3:26][O:25][C:4]1[C:5]([NH:8][C:9](=[O:24])[C:10]2[CH:15]=[CH:14][CH:13]=[C:12]([S:16]([N:19]3[CH2:23][CH2:22][CH2:21][CH2:20]3)(=[O:18])=[O:17])[CH:11]=2)=[N:6][CH:7]=[C:2]([S:33][C:27]2[CH:32]=[CH:31][CH:30]=[CH:29][CH:28]=2)[CH:3]=1.